Dataset: Peptide-MHC class I binding affinity with 185,985 pairs from IEDB/IMGT. Task: Regression. Given a peptide amino acid sequence and an MHC pseudo amino acid sequence, predict their binding affinity value. This is MHC class I binding data. (1) The binding affinity (normalized) is 0.957. The peptide sequence is LLMPILTLT. The MHC is HLA-A02:01 with pseudo-sequence HLA-A02:01. (2) The peptide sequence is HQIWLALRY. The MHC is HLA-A02:01 with pseudo-sequence HLA-A02:01. The binding affinity (normalized) is 0.0847. (3) The peptide sequence is FMAAKAAHL. The MHC is HLA-A02:01 with pseudo-sequence HLA-A02:01. The binding affinity (normalized) is 0.480. (4) The peptide sequence is LIDGRTSFY. The MHC is HLA-A01:01 with pseudo-sequence HLA-A01:01. The binding affinity (normalized) is 0.995. (5) The peptide sequence is PPLISILMIF. The MHC is HLA-B54:01 with pseudo-sequence HLA-B54:01. The binding affinity (normalized) is 0.256. (6) The peptide sequence is RAFWGQVQK. The MHC is HLA-B15:01 with pseudo-sequence HLA-B15:01. The binding affinity (normalized) is 0.0847. (7) The peptide sequence is WRRDNRRGL. The MHC is Mamu-A07 with pseudo-sequence Mamu-A07. The binding affinity (normalized) is 0. (8) The peptide sequence is GSMPALTI. The MHC is H-2-Db with pseudo-sequence H-2-Db. The binding affinity (normalized) is 0. (9) The peptide sequence is QLDEKSSIK. The MHC is HLA-A33:01 with pseudo-sequence HLA-A33:01. The binding affinity (normalized) is 0. (10) The peptide sequence is ETKKTMLAL. The MHC is HLA-A31:01 with pseudo-sequence HLA-A31:01. The binding affinity (normalized) is 0.0847.